Dataset: Catalyst prediction with 721,799 reactions and 888 catalyst types from USPTO. Task: Predict which catalyst facilitates the given reaction. (1) Reactant: [H-].[H-].[H-].[H-].[Li+].[Al+3].[CH3:7][C@@H:8]1[CH2:12][CH2:11][C@@H:10]([CH3:13])[N:9]1[CH2:14][C:15]1[CH:20]=[C:19]([C:21](OC)=[O:22])[CH:18]=[CH:17][C:16]=1[C:25]1[CH:30]=[C:29]([O:31][CH3:32])[CH:28]=[CH:27][C:26]=1[F:33]. Product: [CH3:7][C@@H:8]1[CH2:12][CH2:11][C@@H:10]([CH3:13])[N:9]1[CH2:14][C:15]1[CH:20]=[C:19]([CH2:21][OH:22])[CH:18]=[CH:17][C:16]=1[C:25]1[CH:30]=[C:29]([O:31][CH3:32])[CH:28]=[CH:27][C:26]=1[F:33]. The catalyst class is: 220. (2) Reactant: C1C(=O)N([Br:8])C(=O)C1.[Cl:9][C:10]1[N:11]=[C:12]([N:15]2[CH2:21][CH2:20][CH2:19][NH:18][C:17](=[O:22])[CH2:16]2)[S:13][CH:14]=1. Product: [Br:8][C:14]1[S:13][C:12]([N:15]2[CH2:21][CH2:20][CH2:19][NH:18][C:17](=[O:22])[CH2:16]2)=[N:11][C:10]=1[Cl:9]. The catalyst class is: 789. (3) Reactant: C[O:2][CH:3](OC)[CH2:4][O:5][CH2:6][CH2:7][C:8]([O:11][CH3:12])([CH3:10])[CH3:9].C(O)=O. The catalyst class is: 6. Product: [CH3:12][O:11][C:8]([CH3:10])([CH3:9])[CH2:7][CH2:6][O:5][CH2:4][CH:3]=[O:2]. (4) The catalyst class is: 3. Product: [Br:1][C:2]1[CH:11]=[CH:10][CH:9]=[C:8]2[C:3]=1[C:4]([NH:52][CH2:53][C:54]1[CH:59]=[CH:58][CH:57]=[CH:56][N:55]=1)=[N:5][C:6]([C:12]1[CH:13]=[N:14][CH:15]=[N:16][CH:17]=1)=[N:7]2. Reactant: [Br:1][C:2]1[CH:11]=[CH:10][CH:9]=[C:8]2[C:3]=1[C:4](O)=[N:5][C:6]([C:12]1[CH:13]=[N:14][CH:15]=[N:16][CH:17]=1)=[N:7]2.C(N(C(C)C)CC)(C)C.C1CN([P+](Br)(N2CCCC2)N2CCCC2)CC1.F[P-](F)(F)(F)(F)F.[NH2:52][CH2:53][C:54]1[CH:59]=[CH:58][CH:57]=[CH:56][N:55]=1. (5) Reactant: Cl.C(OC([N:9]1[CH2:13][CH2:12][CH2:11][C@H:10]1[C:14](=[O:26])[NH:15][CH2:16][CH2:17][C:18]1[CH:23]=[CH:22][C:21]([O:24][CH3:25])=[CH:20][CH:19]=1)=O)(C)(C)C.C(OC)(C)(C)C. Product: [CH3:25][O:24][C:21]1[CH:22]=[CH:23][C:18]([CH2:17][CH2:16][NH:15][C:14]([C@@H:10]2[CH2:11][CH2:12][CH2:13][NH:9]2)=[O:26])=[CH:19][CH:20]=1. The catalyst class is: 12.